From a dataset of Full USPTO retrosynthesis dataset with 1.9M reactions from patents (1976-2016). Predict the reactants needed to synthesize the given product. (1) Given the product [CH2:1]([S:3][C:4]1[CH:13]=[C:12]2[C:7]([CH:8]=[CH:9][C:10]([C:14]3[N:18]4[CH:19]=[C:20]([C@@H:23]([N:28]5[CH2:32][CH2:31][C@H:30]([NH2:33])[CH2:29]5)[C:24]([F:26])([F:25])[F:27])[CH:21]=[CH:22][C:17]4=[N:16][N:15]=3)=[N:11]2)=[CH:6][CH:5]=1)[CH3:2], predict the reactants needed to synthesize it. The reactants are: [CH2:1]([S:3][C:4]1[CH:13]=[C:12]2[C:7]([CH:8]=[CH:9][C:10]([C:14]3[N:18]4[CH:19]=[C:20]([C@@H:23]([N:28]5[CH2:32][CH2:31][C@H:30]([NH:33]C(=O)OC(C)(C)C)[CH2:29]5)[C:24]([F:27])([F:26])[F:25])[CH:21]=[CH:22][C:17]4=[N:16][N:15]=3)=[N:11]2)=[CH:6][CH:5]=1)[CH3:2]. (2) The reactants are: F[C:2]1[CH:3]=[CH:4][C:5]([C:8]2[N:13]=[C:12]([C:14]([NH:16][C@@H:17]([C:21]3[CH:26]=[CH:25][C:24]([O:27][C:28]([F:31])([F:30])[F:29])=[C:23]([F:32])[CH:22]=3)[CH2:18][O:19][CH3:20])=[O:15])[CH:11]=[N:10][CH:9]=2)=[N:6][CH:7]=1.[CH3:33][O-:34].[Na+]. Given the product [F:32][C:23]1[CH:22]=[C:21]([C@H:17]([NH:16][C:14]([C:12]2[CH:11]=[N:10][CH:9]=[C:8]([C:5]3[CH:4]=[CH:3][C:2]([O:34][CH3:33])=[CH:7][N:6]=3)[N:13]=2)=[O:15])[CH2:18][O:19][CH3:20])[CH:26]=[CH:25][C:24]=1[O:27][C:28]([F:31])([F:29])[F:30], predict the reactants needed to synthesize it. (3) Given the product [C:28]([CH2:27][N:1]1[C:9]2[C:4](=[CH:5][CH:6]=[C:7]([C:10]([O:12][CH2:13][CH3:14])=[O:11])[CH:8]=2)[CH:3]=[C:2]1[C:15]([O:17][CH2:18][CH3:19])=[O:16])#[N:29], predict the reactants needed to synthesize it. The reactants are: [NH:1]1[C:9]2[C:4](=[CH:5][CH:6]=[C:7]([C:10]([O:12][CH2:13][CH3:14])=[O:11])[CH:8]=2)[CH:3]=[C:2]1[C:15]([O:17][CH2:18][CH3:19])=[O:16].C([O-])([O-])=O.[K+].[K+].Br[CH2:27][C:28]#[N:29]. (4) Given the product [Cl:1][C:2]1[C:3]([O:15][CH2:14][C:13]([F:19])([F:12])[CH:16]([F:18])[F:17])=[N:4][CH:5]=[C:6]([CH:10]=1)[C:7]([OH:9])=[O:8], predict the reactants needed to synthesize it. The reactants are: [Cl:1][C:2]1[C:3](Cl)=[N:4][CH:5]=[C:6]([CH:10]=1)[C:7]([OH:9])=[O:8].[F:12][C:13]([F:19])([CH:16]([F:18])[F:17])[CH2:14][OH:15]. (5) Given the product [F:10][C:11]1[CH:12]=[C:13]([C@@H:17]([CH:21]2[CH2:22][CH2:23][N:24]([S:27]([CH3:30])(=[O:28])=[O:29])[CH2:25][CH2:26]2)[CH2:18][CH:19]=[O:20])[CH:14]=[C:15]([F:1])[CH:16]=1, predict the reactants needed to synthesize it. The reactants are: [F:1]C1C=C([Mg]Br)C=CC=1.[F:10][C:11]1[CH:12]=[C:13]([C@@H:17]([CH:21]2[CH2:26][CH2:25][N:24]([S:27]([CH3:30])(=[O:29])=[O:28])[CH2:23][CH2:22]2)[CH2:18][CH:19]=[O:20])[CH:14]=[CH:15][CH:16]=1. (6) Given the product [CH3:9][O:8][C:6]1[CH:5]=[C:4]([CH3:10])[C:3]([C:11](=[O:12])[C:13]2[CH:18]=[CH:17][C:16]([O:19][CH2:20][C:21]3[N:22]=[C:23]([C:27]4[CH:28]=[CH:29][CH:30]=[CH:31][CH:32]=4)[O:24][C:25]=3[CH3:26])=[CH:15][CH:14]=2)=[C:2]([CH:7]=1)[O:1][C@H:34]([CH3:39])[C:35]([OH:37])=[O:36], predict the reactants needed to synthesize it. The reactants are: [OH:1][C:2]1[CH:7]=[C:6]([O:8][CH3:9])[CH:5]=[C:4]([CH3:10])[C:3]=1[C:11]([C:13]1[CH:18]=[CH:17][C:16]([O:19][CH2:20][C:21]2[N:22]=[C:23]([C:27]3[CH:32]=[CH:31][CH:30]=[CH:29][CH:28]=3)[O:24][C:25]=2[CH3:26])=[CH:15][CH:14]=1)=[O:12].O[C@@H:34]([CH3:39])[C:35]([O:37]C)=[O:36].C1(P(C2C=CC=CC=2)C2C=CC=CC=2)C=CC=CC=1.N(C(OCC)=O)=NC(OCC)=O. (7) Given the product [CH3:12][O:13][CH2:14][CH2:15][O:1][C:2]1[CH:8]=[CH:7][C:5]([NH2:6])=[C:4]([N+:9]([O-:11])=[O:10])[CH:3]=1, predict the reactants needed to synthesize it. The reactants are: [OH:1][C:2]1[CH:8]=[CH:7][C:5]([NH2:6])=[C:4]([N+:9]([O-:11])=[O:10])[CH:3]=1.[CH3:12][O:13][CH2:14][CH2:15]O.C(P(CCCC)CCCC)CCC.N(C(N1CCCCC1)=O)=NC(N1CCCCC1)=O.